Dataset: Forward reaction prediction with 1.9M reactions from USPTO patents (1976-2016). Task: Predict the product of the given reaction. Given the reactants [Br:1][C:2]1[CH:3]=[CH:4][CH:5]=[C:6]2[C:11]=1[CH2:10][N:9]([C:12]([O:14][C:15]([CH3:18])([CH3:17])[CH3:16])=[O:13])[CH2:8][CH:7]2O.C(=O)=O.CC(C)=O.CCN(S(F)(F)[F:33])CC, predict the reaction product. The product is: [Br:1][C:2]1[CH:3]=[CH:4][CH:5]=[C:6]2[C:11]=1[CH2:10][N:9]([C:12]([O:14][C:15]([CH3:18])([CH3:17])[CH3:16])=[O:13])[CH2:8][CH:7]2[F:33].